Dataset: Aqueous solubility values for 9,982 compounds from the AqSolDB database. Task: Regression/Classification. Given a drug SMILES string, predict its absorption, distribution, metabolism, or excretion properties. Task type varies by dataset: regression for continuous measurements (e.g., permeability, clearance, half-life) or binary classification for categorical outcomes (e.g., BBB penetration, CYP inhibition). For this dataset (solubility_aqsoldb), we predict Y. (1) The compound is C=CCOC(=O)C(C)(C)OC(=O)c1cc(-n2c(=O)cc(C(F)(F)F)n(C)c2=O)ccc1Cl. The Y is -4.68 log mol/L. (2) The drug is O=C(O)c1ccccc1Nc1cccc(C(F)(F)F)c1. The Y is -4.40 log mol/L.